From a dataset of TCR-epitope binding with 47,182 pairs between 192 epitopes and 23,139 TCRs. Binary Classification. Given a T-cell receptor sequence (or CDR3 region) and an epitope sequence, predict whether binding occurs between them. (1) The epitope is GLCTLVAML. The TCR CDR3 sequence is CASSSTSVQETQYF. Result: 1 (the TCR binds to the epitope). (2) The epitope is GTSGSPIVNR. The TCR CDR3 sequence is CASSLEEGYSGANVLTF. Result: 0 (the TCR does not bind to the epitope). (3) The epitope is YLDAYNMMI. The TCR CDR3 sequence is CASSLRGGEQFF. Result: 1 (the TCR binds to the epitope). (4) The epitope is LLQTGIHVRVSQPSL. The TCR CDR3 sequence is CASSPLGGPRDIQYF. Result: 1 (the TCR binds to the epitope). (5) The epitope is GTSGSPIIDK. The TCR CDR3 sequence is CASSGGQENIQYF. Result: 1 (the TCR binds to the epitope). (6) The epitope is KMKDLSPRW. The TCR CDR3 sequence is CASSYSGGYYGYTF. Result: 0 (the TCR does not bind to the epitope). (7) The epitope is TLDSKTQSL. The TCR CDR3 sequence is CASSQDHAAPYNEQFF. Result: 0 (the TCR does not bind to the epitope). (8) The epitope is FLPRVFSAV. The TCR CDR3 sequence is CASSSAKGGMGEQYF. Result: 0 (the TCR does not bind to the epitope). (9) The TCR CDR3 sequence is CASSQHSPFFQYNEQFF. Result: 0 (the TCR does not bind to the epitope). The epitope is LLSAGIFGA.